Dataset: Forward reaction prediction with 1.9M reactions from USPTO patents (1976-2016). Task: Predict the product of the given reaction. Given the reactants [CH:1]1([CH:7]2[C:13]3[CH:14]=[CH:15][CH:16]=[CH:17][C:12]=3[N:11]([CH2:18][C:19]([CH:21]3[CH2:25][CH2:24][CH2:23][CH2:22]3)=[O:20])[C:10](=[O:26])[N:9]([CH2:27][C:28]([NH:30][C:31]3[CH:32]=[C:33]([C:37]4[N:38]=[N:39][N:40](COC(=O)C(C)(C)C)[N:41]=4)[CH:34]=[CH:35][CH:36]=3)=[O:29])[NH:8]2)[CH2:6][CH2:5][CH2:4][CH2:3][CH2:2]1, predict the reaction product. The product is: [CH:1]1([CH:7]2[C:13]3[CH:14]=[CH:15][CH:16]=[CH:17][C:12]=3[N:11]([CH2:18][C:19]([CH:21]3[CH2:22][CH2:23][CH2:24][CH2:25]3)=[O:20])[C:10](=[O:26])[N:9]([CH2:27][C:28]([NH:30][C:31]3[CH:36]=[CH:35][CH:34]=[C:33]([C:37]4[N:38]=[N:39][NH:40][N:41]=4)[CH:32]=3)=[O:29])[NH:8]2)[CH2:6][CH2:5][CH2:4][CH2:3][CH2:2]1.